The task is: Regression/Classification. Given a drug SMILES string, predict its absorption, distribution, metabolism, or excretion properties. Task type varies by dataset: regression for continuous measurements (e.g., permeability, clearance, half-life) or binary classification for categorical outcomes (e.g., BBB penetration, CYP inhibition). Dataset: hia_hou.. This data is from Human intestinal absorption (HIA) binary classification data from Hou et al.. (1) The molecule is CC1(C)O[C@H]2C[C@H]3[C@@H]4CCC5=CC(=O)C=C[C@H]5[C@]4(F)[C@H](O)C[C@]3(C)[C@@]2(C(=O)CO)O1. The result is 1 (good absorption). (2) The result is 1 (good absorption). The drug is C#C[C@@]1(O)CC[C@@H]2[C@@H]3CCc4cc(O)ccc4[C@@H]3CC[C@@]21C. (3) The molecule is COc1ccc(CCN(C)CCC[C@](C#N)(c2cc(OC)c(OC)c(OC)c2)C(C)C)cc1OC. The result is 1 (good absorption). (4) The molecule is Cc1ccc(S(=O)(=O)NC(=O)N[C@@H]2[C@H]3CC[C@](C)([C@H]2O)C3(C)C)cc1. The result is 1 (good absorption). (5) The drug is O=C(CCCN1CCC(O)(c2cccc(Cl)c2)CC1)c1ccc(F)cc1. The result is 1 (good absorption). (6) The drug is CC[C@@]1(c2ccc(N)cc2)CCC(=O)NC1=O. The result is 1 (good absorption). (7) The molecule is C=CC[C@@]1([C@@H](C)CCC)C(=C)NC(O)=NC1=O. The result is 1 (good absorption). (8) The result is 1 (good absorption). The compound is CCCCC1=NC2(CCCC2)C(=O)N1Cc1ccc(-c2ccccc2-c2nn[nH]n2)cc1.